This data is from Reaction yield outcomes from USPTO patents with 853,638 reactions. The task is: Predict the reaction yield, written as a fraction of the theoretical maximum amount of product (1.0 means a 100% yield; for example, 0.34 means a 34% yield). (1) The reactants are [OH:1][CH2:2][C:3]1[C:4]([O:12][CH3:13])=[CH:5][C:6]2[C:7]([CH:11]=1)=[N:8][O:9][N:10]=2. The catalyst is C(Cl)(Cl)Cl.[O-2].[O-2].[Mn+4]. The product is [CH3:13][O:12][C:4]1[C:3]([CH:2]=[O:1])=[CH:11][C:7]2=[N:8][O:9][N:10]=[C:6]2[CH:5]=1. The yield is 0.860. (2) The reactants are [CH2:1]([N:4]([CH2:14][CH:15]=[CH2:16])[CH2:5][C:6]([C:8]1[S:9][C:10]([F:13])=[CH:11][CH:12]=1)=O)[CH:2]=[CH2:3].N1C=CC=CC=1.Cl.[NH2:24][OH:25]. The catalyst is C(O)C. The product is [F:13][C:10]1[S:9][C:8]([C:6](=[N:24][OH:25])[CH2:5][N:4]([CH2:14][CH:15]=[CH2:16])[CH2:1][CH:2]=[CH2:3])=[CH:12][CH:11]=1. The yield is 0.990.